This data is from NCI-60 drug combinations with 297,098 pairs across 59 cell lines. The task is: Regression. Given two drug SMILES strings and cell line genomic features, predict the synergy score measuring deviation from expected non-interaction effect. (1) Drug 1: C1=CC(=C2C(=C1NCCNCCO)C(=O)C3=C(C=CC(=C3C2=O)O)O)NCCNCCO. Drug 2: CC1=C(N=C(N=C1N)C(CC(=O)N)NCC(C(=O)N)N)C(=O)NC(C(C2=CN=CN2)OC3C(C(C(C(O3)CO)O)O)OC4C(C(C(C(O4)CO)O)OC(=O)N)O)C(=O)NC(C)C(C(C)C(=O)NC(C(C)O)C(=O)NCCC5=NC(=CS5)C6=NC(=CS6)C(=O)NCCC[S+](C)C)O. Cell line: SK-MEL-5. Synergy scores: CSS=35.3, Synergy_ZIP=-2.76, Synergy_Bliss=3.98, Synergy_Loewe=2.81, Synergy_HSA=5.68. (2) Drug 1: CC=C1C(=O)NC(C(=O)OC2CC(=O)NC(C(=O)NC(CSSCCC=C2)C(=O)N1)C(C)C)C(C)C. Drug 2: CC(C)CN1C=NC2=C1C3=CC=CC=C3N=C2N. Cell line: MALME-3M. Synergy scores: CSS=67.7, Synergy_ZIP=4.66, Synergy_Bliss=2.93, Synergy_Loewe=-31.0, Synergy_HSA=5.16.